From a dataset of Reaction yield outcomes from USPTO patents with 853,638 reactions. Predict the reaction yield, written as a fraction of the theoretical maximum amount of product (1.0 means a 100% yield; for example, 0.34 means a 34% yield). (1) The reactants are [CH3:1][N:2]1[CH:6]=[C:5]([C:7]2[CH:12]=[CH:11][N:10]=[CH:9][CH:8]=2)[C:4]([C:13]2[CH:18]=[CH:17][C:16]([OH:19])=[CH:15][CH:14]=2)=[N:3]1.C1(P(C2C=CC=CC=2)C2C=CC=CC=2)C=CC=CC=1.[N:39]1[C:48]2[C:43](=[CH:44][CH:45]=[CH:46][CH:47]=2)[N:42]=[CH:41][C:40]=1[CH2:49]O.[OH-].[Na+]. The catalyst is O1CCOCC1. The product is [CH3:1][N:2]1[CH:6]=[C:5]([C:7]2[CH:8]=[CH:9][N:10]=[CH:11][CH:12]=2)[C:4]([C:13]2[CH:18]=[CH:17][C:16]([O:19][CH2:49][C:40]3[CH:41]=[N:42][C:43]4[C:48](=[CH:47][CH:46]=[CH:45][CH:44]=4)[N:39]=3)=[CH:15][CH:14]=2)=[N:3]1. The yield is 0.670. (2) The reactants are C([NH:5][S:6]([C:9]1[S:10][C:11]([C:14]2[CH:19]=[C:18]([C:20]3[N:25]=[C:24]([C:26]4[CH:31]=[CH:30][C:29]([F:32])=[CH:28][CH:27]=4)[CH:23]=[C:22]([C:33]([F:36])([F:35])[F:34])[N:21]=3)[CH:17]=[CH:16][N:15]=2)=[CH:12][CH:13]=1)(=[O:8])=[O:7])(C)(C)C.C(O)(C(F)(F)F)=O. The catalyst is ClCCl. The product is [F:32][C:29]1[CH:28]=[CH:27][C:26]([C:24]2[CH:23]=[C:22]([C:33]([F:34])([F:35])[F:36])[N:21]=[C:20]([C:18]3[CH:17]=[CH:16][N:15]=[C:14]([C:11]4[S:10][C:9]([S:6]([NH2:5])(=[O:7])=[O:8])=[CH:13][CH:12]=4)[CH:19]=3)[N:25]=2)=[CH:31][CH:30]=1. The yield is 0.490.